From a dataset of Full USPTO retrosynthesis dataset with 1.9M reactions from patents (1976-2016). Predict the reactants needed to synthesize the given product. (1) Given the product [Br:1][C:2]1[CH:3]=[C:4]2[C:13](=[CH:14][CH:15]=1)[NH:12][C:11]1[C:6](=[C:7]([CH2:30][O:31][CH3:32])[N:8]=[C:9]3[N:19]=[C:18]([C:20]4[C:25]([C:26]([F:29])([F:28])[F:27])=[CH:24][CH:23]=[CH:22][N:21]=4)[CH:17]=[CH:16][C:10]3=1)[CH:5]2[OH:33], predict the reactants needed to synthesize it. The reactants are: [Br:1][C:2]1[CH:3]=[C:4]2[C:13](=[CH:14][CH:15]=1)[NH:12][C:11]1[C:6](=[C:7]([CH2:30][O:31][CH3:32])[N:8]=[C:9]3[N:19]=[C:18]([C:20]4[C:25]([C:26]([F:29])([F:28])[F:27])=[CH:24][CH:23]=[CH:22][N:21]=4)[CH:17]=[CH:16][C:10]3=1)[C:5]2=[O:33].[BH4-].[Na+]. (2) Given the product [Br-:27].[C:1]([C:4]1[CH:5]=[N+:6]([CH2:23][C:24]2[CH:31]=[CH:30][CH:29]=[CH:28][C:25]=2[CH3:26])[CH:7]=[CH:8][C:9]=1[CH2:10][CH:11]1[CH2:19][C:18]2[C:13](=[CH:14][CH:15]=[C:16]([O:20][CH3:21])[CH:17]=2)[C:12]1=[O:22])(=[O:3])[CH3:2], predict the reactants needed to synthesize it. The reactants are: [C:1]([C:4]1[CH:5]=[N:6][CH:7]=[CH:8][C:9]=1[CH2:10][CH:11]1[CH2:19][C:18]2[C:13](=[CH:14][CH:15]=[C:16]([O:20][CH3:21])[CH:17]=2)[C:12]1=[O:22])(=[O:3])[CH3:2].[CH3:23][C:24]1[CH:31]=[CH:30][CH:29]=[CH:28][C:25]=1[CH2:26][Br:27]. (3) Given the product [Cl:1][C:2]1[CH:7]=[C:6]([O:8][CH2:44][C:45]2([CH3:49])[CH2:48][O:47][CH2:46]2)[CH:5]=[CH:4][C:3]=1[C:9]1[CH:14]=[CH:13][CH:12]=[C:11]([CH2:15][O:16][C:17]2[CH:22]=[CH:21][C:20]([C:23]3([CH2:27][C:28]([O:30][CH2:31][CH3:32])=[O:29])[CH2:24][O:25][CH2:26]3)=[CH:19][CH:18]=2)[CH:10]=1, predict the reactants needed to synthesize it. The reactants are: [Cl:1][C:2]1[CH:7]=[C:6]([OH:8])[CH:5]=[CH:4][C:3]=1[C:9]1[CH:14]=[CH:13][CH:12]=[C:11]([CH2:15][O:16][C:17]2[CH:22]=[CH:21][C:20]([C:23]3([CH2:27][C:28]([O:30][CH2:31][CH3:32])=[O:29])[CH2:26][O:25][CH2:24]3)=[CH:19][CH:18]=2)[CH:10]=1.CC1C=CC(S(O[CH2:44][C:45]2([CH3:49])[CH2:48][O:47][CH2:46]2)(=O)=O)=CC=1.C(=O)([O-])[O-].[Cs+].[Cs+]. (4) Given the product [Cl:1][C:2]1[CH:3]=[CH:4][C:5]([S:8][C:9]2[O:13][C:12]([C:14]3[CH:19]=[CH:18][C:17]([F:20])=[CH:16][CH:15]=3)=[N:11][C:10]=2[CH2:21][O:22][C:28]2[CH:27]=[C:26]3[C:31](=[CH:30][CH:29]=2)[NH:23][N:24]=[CH:25]3)=[N:6][CH:7]=1, predict the reactants needed to synthesize it. The reactants are: [Cl:1][C:2]1[CH:3]=[CH:4][C:5]([S:8][C:9]2[O:13][C:12]([C:14]3[CH:19]=[CH:18][C:17]([F:20])=[CH:16][CH:15]=3)=[N:11][C:10]=2[CH2:21][OH:22])=[N:6][CH:7]=1.[NH:23]1[C:31]2[C:26](=[CH:27][C:28](O)=[CH:29][CH:30]=2)[CH:25]=[N:24]1.C1C=CC(P(C2C=CC=CC=2)C2C=CC=CC=2)=CC=1.CC(OC(/N=N/C(OC(C)C)=O)=O)C.